The task is: Regression. Given two drug SMILES strings and cell line genomic features, predict the synergy score measuring deviation from expected non-interaction effect.. This data is from NCI-60 drug combinations with 297,098 pairs across 59 cell lines. (1) Drug 1: CCN(CC)CCNC(=O)C1=C(NC(=C1C)C=C2C3=C(C=CC(=C3)F)NC2=O)C. Synergy scores: CSS=6.20, Synergy_ZIP=-3.59, Synergy_Bliss=-7.76, Synergy_Loewe=-0.596, Synergy_HSA=-3.03. Cell line: MOLT-4. Drug 2: C1C(C(OC1N2C=NC3=C2NC=NCC3O)CO)O. (2) Drug 1: CNC(=O)C1=CC=CC=C1SC2=CC3=C(C=C2)C(=NN3)C=CC4=CC=CC=N4. Drug 2: C1CC(C1)(C(=O)O)C(=O)O.[NH2-].[NH2-].[Pt+2]. Cell line: HOP-92. Synergy scores: CSS=44.3, Synergy_ZIP=-0.288, Synergy_Bliss=-2.16, Synergy_Loewe=-2.56, Synergy_HSA=-2.49. (3) Drug 1: COC1=C(C=C2C(=C1)N=CN=C2NC3=CC(=C(C=C3)F)Cl)OCCCN4CCOCC4. Drug 2: CC1=C(C(=CC=C1)Cl)NC(=O)C2=CN=C(S2)NC3=CC(=NC(=N3)C)N4CCN(CC4)CCO. Cell line: PC-3. Synergy scores: CSS=32.3, Synergy_ZIP=3.87, Synergy_Bliss=6.70, Synergy_Loewe=10.4, Synergy_HSA=11.0. (4) Drug 1: C1=CC(=CC=C1C#N)C(C2=CC=C(C=C2)C#N)N3C=NC=N3. Drug 2: C1C(C(OC1N2C=NC(=NC2=O)N)CO)O. Cell line: SK-MEL-5. Synergy scores: CSS=8.18, Synergy_ZIP=-3.16, Synergy_Bliss=-4.19, Synergy_Loewe=1.08, Synergy_HSA=-1.51.